From a dataset of Experimentally validated miRNA-target interactions with 360,000+ pairs, plus equal number of negative samples. Binary Classification. Given a miRNA mature sequence and a target amino acid sequence, predict their likelihood of interaction. The miRNA is hsa-miR-6722-5p with sequence AGGCGCACCCGACCACAUGC. The protein sequence of the target gene is MKLVSITLMLLGSLAFLGADTAGPDTPSQFRKKWNKWALSRGKRELQASSSYPTGLADETTVPTQTLDPFLDEQNTTGPLQASNQSEAHIRVKRYRQSMNQGSRSNGCRFGTCTFQKLAHQIYQLTDKDKDGMAPRNKISPQGYGRRRRRSLLEVLRSRTVESSQEQTHTAPGPWAHISRLFRI. Result: 0 (no interaction).